From a dataset of Catalyst prediction with 721,799 reactions and 888 catalyst types from USPTO. Predict which catalyst facilitates the given reaction. (1) The catalyst class is: 3. Product: [OH:1][CH2:2][C:3]1[O:7][N:6]=[C:5]([C:8]2[CH:13]=[CH:12][CH:11]=[CH:10][N:9]=2)[C:4]=1[CH2:14][O:15][C:16]1[CH:24]=[CH:23][C:19]([C:20]([NH:28][CH:25]([CH3:27])[CH3:26])=[O:22])=[CH:18][N:17]=1. Reactant: [OH:1][CH2:2][C:3]1[O:7][N:6]=[C:5]([C:8]2[CH:13]=[CH:12][CH:11]=[CH:10][N:9]=2)[C:4]=1[CH2:14][O:15][C:16]1[CH:24]=[CH:23][C:19]([C:20]([OH:22])=O)=[CH:18][N:17]=1.[CH:25]([NH2:28])([CH3:27])[CH3:26].F[B-](F)(F)F.C[N+](C)=C(N(C)C)ON1C2C=CC=CC=2N=N1.C(N(CC)C(C)C)(C)C. (2) Reactant: Br[C:2]1[C:3]([NH:22][CH2:23][CH2:24][CH2:25][OH:26])=[N:4][CH:5]=[C:6]([CH:21]=1)[C:7]([NH:9][C:10]1[CH:15]=[CH:14][C:13]([O:16][C:17]([F:20])([F:19])[F:18])=[CH:12][CH:11]=1)=[O:8].[CH3:27][O:28][C:29]1[N:34]=[CH:33][C:32](B(O)O)=[CH:31][CH:30]=1.C([O-])([O-])=O.[Na+].[Na+].CCO. Product: [OH:26][CH2:25][CH2:24][CH2:23][NH:22][C:3]1[C:2]([C:32]2[CH:33]=[N:34][C:29]([O:28][CH3:27])=[CH:30][CH:31]=2)=[CH:21][C:6]([C:7]([NH:9][C:10]2[CH:15]=[CH:14][C:13]([O:16][C:17]([F:20])([F:19])[F:18])=[CH:12][CH:11]=2)=[O:8])=[CH:5][N:4]=1. The catalyst class is: 149. (3) Reactant: [C:1]([N:5]([CH2:16][C:17](O)=[O:18])[S:6]([C:9]1[CH:14]=[CH:13][C:12]([F:15])=[CH:11][CH:10]=1)(=[O:8])=[O:7])([CH3:4])([CH3:3])[CH3:2].FC1C=CC(S(N(C)CC([NH:34][CH2:35][C:36]2[CH:41]=[C:40]([C:42]3[CH:47]=[CH:46][C:45]([C:48]([F:51])([F:50])[F:49])=[CH:44][CH:43]=3)[N:39]=[CH:38][N:37]=2)=O)(=O)=O)=CC=1.O.ON1C2C=CC=CC=2N=N1.C(N(CC)C(C)C)(C)C.CN(C(ON1N=NC2C=CC=CC1=2)=[N+](C)C)C.F[P-](F)(F)(F)(F)F. Product: [C:1]([N:5]([S:6]([C:9]1[CH:10]=[CH:11][C:12]([F:15])=[CH:13][CH:14]=1)(=[O:7])=[O:8])[CH2:16][C:17]([NH:34][CH2:35][C:36]1[CH:41]=[C:40]([C:42]2[CH:43]=[CH:44][C:45]([C:48]([F:51])([F:50])[F:49])=[CH:46][CH:47]=2)[N:39]=[CH:38][N:37]=1)=[O:18])([CH3:4])([CH3:3])[CH3:2]. The catalyst class is: 39. (4) The catalyst class is: 304. Reactant: [CH3:1][N:2]1[CH:7]2[CH2:8][CH2:9][CH:3]1[CH2:4][N:5]([C:10]([C:12]1[O:13][C:14]([C:17]3[CH:22]=[CH:21][C:20]([N+:23]([O-])=O)=[CH:19][CH:18]=3)=[CH:15][CH:16]=1)=[O:11])[CH2:6]2.C(O)C. Product: [NH2:23][C:20]1[CH:21]=[CH:22][C:17]([C:14]2[O:13][C:12]([C:10]([N:5]3[CH2:6][CH:7]4[N:2]([CH3:1])[CH:3]([CH2:9][CH2:8]4)[CH2:4]3)=[O:11])=[CH:16][CH:15]=2)=[CH:18][CH:19]=1. (5) Reactant: [CH2:1]([N:3]([CH:21]1[CH2:24][S:23][CH2:22]1)[C:4]([C:6]1[S:10][C:9]([C:11]2[CH:12]=[N:13][CH:14]=[CH:15][CH:16]=2)=[N:8][C:7]=1[C:17]([F:20])([F:19])[F:18])=[O:5])[CH3:2].B1([O-])O[O:26]1.O.O.O.O.[Na+].C(=O)([O-])O.[Na+]. Product: [CH2:1]([N:3]([CH:21]1[CH2:24][S:23](=[O:26])[CH2:22]1)[C:4]([C:6]1[S:10][C:9]([C:11]2[CH:12]=[N:13][CH:14]=[CH:15][CH:16]=2)=[N:8][C:7]=1[C:17]([F:20])([F:19])[F:18])=[O:5])[CH3:2]. The catalyst class is: 15. (6) Reactant: [NH2:1][CH:2]1[CH2:11][C:10]2[C:9]([C:12]([NH:14][CH3:15])=[O:13])=[CH:8][CH:7]=[C:6]([F:16])[C:5]=2[O:4][CH2:3]1.[F:17][C:18]1[CH:19]=[C:20]2[C:24](=[CH:25][CH:26]=1)[NH:23][CH:22]=[C:21]2[CH2:27][CH:28]=O.C(O)(=O)C.C([BH3-])#N.[Na+]. Product: [F:16][C:6]1[C:5]2[O:4][CH2:3][CH:2]([NH:1][CH2:28][CH2:27][C:21]3[C:20]4[C:24](=[CH:25][CH:26]=[C:18]([F:17])[CH:19]=4)[NH:23][CH:22]=3)[CH2:11][C:10]=2[C:9]([C:12]([NH:14][CH3:15])=[O:13])=[CH:8][CH:7]=1. The catalyst class is: 5. (7) Reactant: C(OC(=O)[NH:7][C@H:8]([C:24](=[O:30])[NH:25][C:26]([CH3:29])([CH3:28])[CH3:27])[CH2:9][C:10]1[CH:15]=[CH:14][C:13]([O:16][CH2:17][C:18]2[CH:23]=[CH:22][CH:21]=[CH:20][CH:19]=2)=[CH:12][CH:11]=1)(C)(C)C.FC(F)(F)C(O)=O. Product: [NH2:7][C@@H:8]([CH2:9][C:10]1[CH:11]=[CH:12][C:13]([O:16][CH2:17][C:18]2[CH:23]=[CH:22][CH:21]=[CH:20][CH:19]=2)=[CH:14][CH:15]=1)[C:24]([NH:25][C:26]([CH3:28])([CH3:27])[CH3:29])=[O:30]. The catalyst class is: 2.